From a dataset of Reaction yield outcomes from USPTO patents with 853,638 reactions. Predict the reaction yield, written as a fraction of the theoretical maximum amount of product (1.0 means a 100% yield; for example, 0.34 means a 34% yield). (1) The reactants are Br[C:2]1[CH:11]=[CH:10][CH:9]=[C:8]([F:12])[C:3]=1[C:4]([O:6][CH3:7])=[O:5].[CH:13]1(B(O)O)[CH2:15][CH2:14]1.[O-]P([O-])([O-])=O.[K+].[K+].[K+].C1(C)C=CC=CC=1. The catalyst is C1C=CC([P]([Pd]([P](C2C=CC=CC=2)(C2C=CC=CC=2)C2C=CC=CC=2)([P](C2C=CC=CC=2)(C2C=CC=CC=2)C2C=CC=CC=2)[P](C2C=CC=CC=2)(C2C=CC=CC=2)C2C=CC=CC=2)(C2C=CC=CC=2)C2C=CC=CC=2)=CC=1.O. The product is [CH:13]1([C:2]2[CH:11]=[CH:10][CH:9]=[C:8]([F:12])[C:3]=2[C:4]([O:6][CH3:7])=[O:5])[CH2:15][CH2:14]1. The yield is 0.990. (2) The reactants are [Cl-].O[NH3+:3].[C:4](=[O:7])([O-])[OH:5].[Na+].CS(C)=O.[OH:13][C:14]1[CH:19]=[CH:18][C:17]([N:20]2[C:25](=[O:26])[C:24]([CH2:27][C:28]3[CH:33]=[CH:32][C:31]([C:34]4[C:35]([C:40]#[N:41])=[CH:36][CH:37]=[CH:38][CH:39]=4)=[CH:30][CH:29]=3)=[C:23]([CH2:42][CH2:43][CH3:44])[N:22]=[C:21]2[CH3:45])=[CH:16][CH:15]=1. The catalyst is O.C(OCC)(=O)C. The product is [OH:13][C:14]1[CH:15]=[CH:16][C:17]([N:20]2[C:25](=[O:26])[C:24]([CH2:27][C:28]3[CH:33]=[CH:32][C:31]([C:34]4[CH:39]=[CH:38][CH:37]=[CH:36][C:35]=4[C:40]4[NH:3][C:4](=[O:7])[O:5][N:41]=4)=[CH:30][CH:29]=3)=[C:23]([CH2:42][CH2:43][CH3:44])[N:22]=[C:21]2[CH3:45])=[CH:18][CH:19]=1. The yield is 0.490. (3) The reactants are Cl[C:2]1[CH:3]=[CH:4][C:5]([N+:9]([O-:11])=[O:10])=[C:6](F)[CH:7]=1.[C:12]([O:21][CH3:22])(=[O:20])[C:13]1[C:14](=[CH:16][CH:17]=[CH:18][CH:19]=1)[SH:15].C([O-])([O-])=O.[Cs+].[Cs+].C(Cl)[Cl:30]. The catalyst is CN(C=O)C. The product is [CH3:22][O:21][C:12](=[O:20])[C:13]1[CH:19]=[CH:18][CH:17]=[CH:16][C:14]=1[S:15][C:6]1[CH:7]=[CH:2][C:3]([Cl:30])=[CH:4][C:5]=1[N+:9]([O-:11])=[O:10]. The yield is 0.920. (4) The reactants are [F:1][C:2]1[C:7]([C:8]2[CH:13]=[CH:12][CH:11]=[C:10]([CH3:14])[CH:9]=2)=[C:6]([C:15]([C@@H:22]2[O:27][CH2:26][CH2:25][N:24]([C:28]([O:30][C:31]([CH3:34])([CH3:33])[CH3:32])=[O:29])[CH2:23]2)=[CH:16][CH2:17][CH2:18][CH2:19][O:20][CH3:21])[CH:5]=[CH:4][CH:3]=1. The catalyst is CO.[H][H].[OH-].[OH-].[Pd+2]. The product is [F:1][C:2]1[C:7]([C:8]2[CH:13]=[CH:12][CH:11]=[C:10]([CH3:14])[CH:9]=2)=[C:6]([CH:15]([C@@H:22]2[O:27][CH2:26][CH2:25][N:24]([C:28]([O:30][C:31]([CH3:34])([CH3:33])[CH3:32])=[O:29])[CH2:23]2)[CH2:16][CH2:17][CH2:18][CH2:19][O:20][CH3:21])[CH:5]=[CH:4][CH:3]=1. The yield is 1.00. (5) The reactants are [Cl:1][C:2]1[CH:3]=[C:4]([C:8]2[C:12]([CH2:13][O:14][C:15]3[CH:23]=[CH:22][C:18]([C:19]([OH:21])=O)=[CH:17][N:16]=3)=[C:11]([CH3:24])[O:10][N:9]=2)[CH:5]=[CH:6][CH:7]=1.[CH:25]1([NH2:28])[CH2:27][CH2:26]1. No catalyst specified. The yield is 0.720. The product is [Cl:1][C:2]1[CH:3]=[C:4]([C:8]2[C:12]([CH2:13][O:14][C:15]3[CH:23]=[CH:22][C:18]([C:19]([NH:28][CH:25]4[CH2:27][CH2:26]4)=[O:21])=[CH:17][N:16]=3)=[C:11]([CH3:24])[O:10][N:9]=2)[CH:5]=[CH:6][CH:7]=1.